This data is from Retrosynthesis with 50K atom-mapped reactions and 10 reaction types from USPTO. The task is: Predict the reactants needed to synthesize the given product. (1) Given the product C=C(C)c1c(OC)ccc2cc(Br)ccc12, predict the reactants needed to synthesize it. The reactants are: CC(C)(C)[O-].COc1ccc2cc(Br)ccc2c1C(C)=O. (2) Given the product Cc1ccc(NC(=O)c2cccc(C(F)(F)F)c2)cc1-n1cnc2ccc(O)cc2c1=O, predict the reactants needed to synthesize it. The reactants are: COc1ccc2ncn(-c3cc(NC(=O)c4cccc(C(F)(F)F)c4)ccc3C)c(=O)c2c1. (3) Given the product CC(C)c1cnc2[nH]cc(C(=O)N[C@@H](C)C(C)(C)O)c2n1, predict the reactants needed to synthesize it. The reactants are: C=C(C)c1cnc2[nH]cc(C(=O)N[C@@H](C)C(C)(C)O)c2n1.